From a dataset of Full USPTO retrosynthesis dataset with 1.9M reactions from patents (1976-2016). Predict the reactants needed to synthesize the given product. (1) Given the product [Cl:26][C:20]1[CH:21]=[C:22]([Cl:25])[CH:23]=[CH:24][C:19]=1[C:17]1[N:1]([C:3]2[CH:8]=[CH:7][C:6]([S:9]([CH3:12])(=[O:10])=[O:11])=[CH:5][N:4]=2)[N:2]=[C:15]([C:14]([F:29])([F:13])[F:28])[CH:16]=1, predict the reactants needed to synthesize it. The reactants are: [NH:1]([C:3]1[CH:8]=[CH:7][C:6]([S:9]([CH3:12])(=[O:11])=[O:10])=[CH:5][N:4]=1)[NH2:2].[F:13][C:14]([F:29])([F:28])[C:15](=O)[CH2:16][C:17]([C:19]1[CH:24]=[CH:23][C:22]([Cl:25])=[CH:21][C:20]=1[Cl:26])=O.S(=O)(=O)(O)O. (2) Given the product [N+:23]([C:20]1[N:21]=[CH:22][C:17]([CH:4]([C:5]([O:7][CH2:8][CH3:9])=[O:6])[C:3]([O:11][C:12]([CH3:14])([CH3:13])[CH3:15])=[O:10])=[CH:18][CH:19]=1)([O-:25])=[O:24], predict the reactants needed to synthesize it. The reactants are: [H-].[Na+].[C:3]([O:11][C:12]([CH3:15])([CH3:14])[CH3:13])(=[O:10])[CH2:4][C:5]([O:7][CH2:8][CH3:9])=[O:6].Cl[C:17]1[CH:18]=[CH:19][C:20]([N+:23]([O-:25])=[O:24])=[N:21][CH:22]=1. (3) The reactants are: [NH:1]1[CH2:5][CH2:4][NH:3][C:2]1=[O:6].C(=O)([O-])[O-].[Cs+].[Cs+].Br[CH2:14][C:15]([O:17][C:18]([CH3:21])([CH3:20])[CH3:19])=[O:16]. Given the product [O:6]=[C:2]1[NH:3][CH2:4][CH2:5][N:1]1[CH2:14][C:15]([O:17][C:18]([CH3:21])([CH3:20])[CH3:19])=[O:16], predict the reactants needed to synthesize it. (4) Given the product [F:1][C:2]1[CH:7]=[CH:6][C:5]([C:8]2[S:9][C:10]([C:13]([C:15]3[CH:16]=[CH:17][N:18]=[CH:19][CH:20]=3)([NH2:21])[CH3:14])=[CH:11][N:12]=2)=[CH:4][CH:3]=1, predict the reactants needed to synthesize it. The reactants are: [F:1][C:2]1[CH:7]=[CH:6][C:5]([C:8]2[S:9][C:10]([C:13]([NH:21]C(=O)C)([C:15]3[CH:20]=[CH:19][N:18]=[CH:17][CH:16]=3)[CH3:14])=[CH:11][N:12]=2)=[CH:4][CH:3]=1.Cl.[OH-].[Na+].